From a dataset of Reaction yield outcomes from USPTO patents with 853,638 reactions. Predict the reaction yield, written as a fraction of the theoretical maximum amount of product (1.0 means a 100% yield; for example, 0.34 means a 34% yield). (1) The reactants are [CH:1]1[C:16]2=[C:17]3[C:8]([C:9](=[O:18])[C:10]4[CH:11]=[CH:12][CH:13]=[CH:14][C:15]=42)=[CH:7][CH:6]=[CH:5][C:4]3=[CH:3][CH:2]=1.[CH3:19][O:20][C:21]1[CH:26]=[CH:25][C:24]([Mg]Br)=[CH:23][CH:22]=1.C1C[O:32][CH2:31]C1. No catalyst specified. The product is [CH3:31][O:32][C:13]1[CH:12]=[CH:11][C:10]2[C:9]([C:24]3[CH:25]=[CH:26][C:21]([O:20][CH3:19])=[CH:22][CH:23]=3)([OH:18])[C:8]3[C:17]4[C:4](=[CH:3][CH:2]=[CH:1][C:16]=4[C:15]=2[CH:14]=1)[CH:5]=[CH:6][CH:7]=3. The yield is 0.680. (2) The reactants are [CH2:1]([N:8]1[C:13](=O)[CH2:12][NH:11][C:10]2[N:15]=[CH:16][C:17](I)=[CH:18][C:9]1=2)[C:2]1[CH:7]=[CH:6][CH:5]=[CH:4][CH:3]=1.[H-].[H-].[H-].[H-].[Li+].[Al+3]. The catalyst is O1CCCC1. The product is [CH2:1]([N:8]1[CH2:13][CH2:12][NH:11][C:10]2[N:15]=[CH:16][CH:17]=[CH:18][C:9]1=2)[C:2]1[CH:3]=[CH:4][CH:5]=[CH:6][CH:7]=1. The yield is 0.100. (3) The reactants are [C:1]([O:8][CH2:9][CH3:10])(=[O:7])[C:2]([O:4]CC)=O.[O-]CC.[Na+].[CH3:15][C:16]1[CH:21]=[CH:20][N:19]=[C:18]([C:22](=[O:24])[CH3:23])[CH:17]=1.O. The catalyst is C(O)C. The product is [CH3:15][C:16]1[CH:21]=[CH:20][N:19]=[C:18]([C:22](=[O:24])[CH2:23][C:2](=[O:4])[C:1]([O:8][CH2:9][CH3:10])=[O:7])[CH:17]=1. The yield is 0.740. (4) The reactants are Cl[C:2]1[N:7]=[C:6]([O:8][CH3:9])[CH:5]=[C:4]([O:10][CH3:11])[N:3]=1.[CH3:12][N:13]1[CH2:18][CH2:17][NH:16][CH2:15][CH2:14]1. The catalyst is CN(C=O)C. The product is [CH3:11][O:10][C:4]1[CH:5]=[C:6]([O:8][CH3:9])[N:7]=[C:2]([N:16]2[CH2:17][CH2:18][N:13]([CH3:12])[CH2:14][CH2:15]2)[N:3]=1. The yield is 0.950. (5) The reactants are [CH:1]1([O:6][C:7]2[CH:15]=[CH:14][C:13]([S:16]([CH3:19])(=[O:18])=[O:17])=[CH:12][C:8]=2[C:9]([OH:11])=O)[CH2:5][CH2:4][CH2:3][CH2:2]1.[F:20][C:21]([F:34])([F:33])[C:22]1[N:23]=[C:24]([N:27]2[CH2:32][CH2:31][NH:30][CH2:29][CH2:28]2)[S:25][CH:26]=1. No catalyst specified. The product is [CH:1]1([O:6][C:7]2[CH:15]=[CH:14][C:13]([S:16]([CH3:19])(=[O:18])=[O:17])=[CH:12][C:8]=2[C:9]([N:30]2[CH2:31][CH2:32][N:27]([C:24]3[S:25][CH:26]=[C:22]([C:21]([F:34])([F:20])[F:33])[N:23]=3)[CH2:28][CH2:29]2)=[O:11])[CH2:2][CH2:3][CH2:4][CH2:5]1. The yield is 0.710. (6) The reactants are [Br:1][C:2]1[CH:7]=[C:6](C=O)[C:5]([Cl:10])=[CH:4][N:3]=1.[CH:11](OC)([O:14][CH3:15])[O:12][CH3:13]. The catalyst is CO.O.C1(C)C=CC(S(O)(=O)=O)=CC=1. The product is [Br:1][C:2]1[CH:7]=[C:6]([CH:11]([O:14][CH3:15])[O:12][CH3:13])[C:5]([Cl:10])=[CH:4][N:3]=1. The yield is 0.970.